From a dataset of NCI-60 drug combinations with 297,098 pairs across 59 cell lines. Regression. Given two drug SMILES strings and cell line genomic features, predict the synergy score measuring deviation from expected non-interaction effect. (1) Drug 2: C(CC(=O)O)C(=O)CN.Cl. Synergy scores: CSS=37.9, Synergy_ZIP=4.08, Synergy_Bliss=6.34, Synergy_Loewe=5.06, Synergy_HSA=4.98. Cell line: HCT-15. Drug 1: C1CCC(CC1)NC(=O)N(CCCl)N=O. (2) Drug 1: CN(CCCl)CCCl.Cl. Drug 2: CCN(CC)CCCC(C)NC1=C2C=C(C=CC2=NC3=C1C=CC(=C3)Cl)OC. Cell line: OVCAR3. Synergy scores: CSS=5.25, Synergy_ZIP=-9.71, Synergy_Bliss=-6.76, Synergy_Loewe=-12.4, Synergy_HSA=-5.60. (3) Drug 1: CC1C(C(CC(O1)OC2CC(CC3=C2C(=C4C(=C3O)C(=O)C5=C(C4=O)C(=CC=C5)OC)O)(C(=O)C)O)N)O.Cl. Drug 2: CC1=C(C=C(C=C1)NC(=O)C2=CC=C(C=C2)CN3CCN(CC3)C)NC4=NC=CC(=N4)C5=CN=CC=C5. Cell line: MCF7. Synergy scores: CSS=13.4, Synergy_ZIP=-2.62, Synergy_Bliss=4.71, Synergy_Loewe=-30.9, Synergy_HSA=1.87. (4) Drug 1: CCC1(CC2CC(C3=C(CCN(C2)C1)C4=CC=CC=C4N3)(C5=C(C=C6C(=C5)C78CCN9C7C(C=CC9)(C(C(C8N6C)(C(=O)OC)O)OC(=O)C)CC)OC)C(=O)OC)O.OS(=O)(=O)O. Drug 2: COC1=NC(=NC2=C1N=CN2C3C(C(C(O3)CO)O)O)N. Cell line: HS 578T. Synergy scores: CSS=-3.24, Synergy_ZIP=2.05, Synergy_Bliss=0.459, Synergy_Loewe=-5.54, Synergy_HSA=-5.40. (5) Drug 1: C1CC(C1)(C(=O)O)C(=O)O.[NH2-].[NH2-].[Pt+2]. Drug 2: B(C(CC(C)C)NC(=O)C(CC1=CC=CC=C1)NC(=O)C2=NC=CN=C2)(O)O. Cell line: HOP-92. Synergy scores: CSS=35.5, Synergy_ZIP=-0.815, Synergy_Bliss=1.54, Synergy_Loewe=-6.21, Synergy_HSA=-5.93. (6) Synergy scores: CSS=13.8, Synergy_ZIP=0.668, Synergy_Bliss=9.59, Synergy_Loewe=-13.5, Synergy_HSA=3.60. Cell line: SK-MEL-5. Drug 2: CN(C)C1=NC(=NC(=N1)N(C)C)N(C)C. Drug 1: CC1C(C(CC(O1)OC2CC(CC3=C2C(=C4C(=C3O)C(=O)C5=C(C4=O)C(=CC=C5)OC)O)(C(=O)C)O)N)O.Cl. (7) Drug 1: C1=CC(=CC=C1CC(C(=O)O)N)N(CCCl)CCCl.Cl. Drug 2: COC1=C2C(=CC3=C1OC=C3)C=CC(=O)O2. Cell line: SNB-19. Synergy scores: CSS=8.00, Synergy_ZIP=1.92, Synergy_Bliss=8.50, Synergy_Loewe=4.30, Synergy_HSA=4.27. (8) Drug 1: COC1=NC(=NC2=C1N=CN2C3C(C(C(O3)CO)O)O)N. Drug 2: C1=CC=C(C=C1)NC(=O)CCCCCCC(=O)NO. Cell line: K-562. Synergy scores: CSS=10.8, Synergy_ZIP=0.682, Synergy_Bliss=-1.85, Synergy_Loewe=-46.8, Synergy_HSA=-10.8.